From a dataset of Full USPTO retrosynthesis dataset with 1.9M reactions from patents (1976-2016). Predict the reactants needed to synthesize the given product. (1) Given the product [NH:12]1[C:13]2[C:18](=[CH:17][CH:16]=[CH:15][CH:14]=2)[C:10]([C:8](=[O:9])[CH:32]([NH:31][C:30]2[CH:39]=[CH:40][CH:41]=[C:28]([O:27][CH3:26])[CH:29]=2)[C:33]2[N:34]=[CH:35][N:36]([CH3:38])[CH:37]=2)=[CH:11]1, predict the reactants needed to synthesize it. The reactants are: C(N(CC)CC)C.[CH:8]([C:10]1[C:18]2[C:13](=[CH:14][CH:15]=[CH:16][CH:17]=2)[N:12](C(OC(C)(C)C)=O)[CH:11]=1)=[O:9].[CH3:26][O:27][C:28]1[CH:29]=[C:30]([CH:39]=[CH:40][CH:41]=1)[N:31]=[CH:32][C:33]1[N:34]=[CH:35][N:36]([CH3:38])[CH:37]=1. (2) Given the product [OH:1][C@@:2]1([C:9]#[C:10][C:11]2[CH:12]=[C:13]([N:17]3[C:21]4=[N:22][N:23]=[CH:24][CH:25]=[C:20]4[C:19]([C:26]([NH2:30])=[O:28])=[N:18]3)[CH:14]=[CH:15][CH:16]=2)[CH2:6][CH2:5][N:4]([CH3:7])[C:3]1=[O:8], predict the reactants needed to synthesize it. The reactants are: [OH:1][C@@:2]1([C:9]#[C:10][C:11]2[CH:12]=[C:13]([N:17]3[C:21]4=[N:22][N:23]=[CH:24][CH:25]=[C:20]4[C:19]([C:26]([O:28]C)=O)=[N:18]3)[CH:14]=[CH:15][CH:16]=2)[CH2:6][CH2:5][N:4]([CH3:7])[C:3]1=[O:8].[NH3:30]. (3) The reactants are: C[O:2][C:3](=[O:36])[CH2:4][CH2:5][C:6]1[CH:11]=[C:10]([CH3:12])[C:9]([C:13]2[NH:14][C:15]3[C:20]([CH:21]=2)=[CH:19][CH:18]=[C:17]([C:22](=[O:34])[NH:23][C:24]2[CH:29]=[CH:28][C:27]([C:30]([CH3:33])([CH3:32])[CH3:31])=[CH:26][CH:25]=2)[CH:16]=3)=[C:8]([CH3:35])[CH:7]=1.[OH-].[Na+].Cl. Given the product [C:30]([C:27]1[CH:28]=[CH:29][C:24]([NH:23][C:22]([C:17]2[CH:16]=[C:15]3[C:20]([CH:21]=[C:13]([C:9]4[C:8]([CH3:35])=[CH:7][C:6]([CH2:5][CH2:4][C:3]([OH:36])=[O:2])=[CH:11][C:10]=4[CH3:12])[NH:14]3)=[CH:19][CH:18]=2)=[O:34])=[CH:25][CH:26]=1)([CH3:33])([CH3:32])[CH3:31], predict the reactants needed to synthesize it. (4) Given the product [F:30][C:24]1[C:23]([F:22])=[CH:28][CH:27]=[CH:26][C:25]=1[S:11][Si:12]([CH:16]([CH3:18])[CH3:17])([CH:19]([CH3:21])[CH3:20])[CH:13]([CH3:14])[CH3:15], predict the reactants needed to synthesize it. The reactants are: COC1([S:11][Si:12]([CH:19]([CH3:21])[CH3:20])([CH:16]([CH3:18])[CH3:17])[CH:13]([CH3:15])[CH3:14])C=CC=CC1OC.[F:22][C:23]1[CH:28]=[CH:27][CH:26]=[C:25](I)[C:24]=1[F:30]. (5) Given the product [Cl:2][C:3]1[CH:8]=[CH:7][CH:6]=[CH:5][C:4]=1[N:9]1[CH:13]([C:14]2[CH:15]=[N:16][C:17]([C:20]3[CH2:21][CH2:22][N:23]([S:39]([CH:36]4[CH2:38][CH2:37]4)(=[O:41])=[O:40])[CH2:24][CH:25]=3)=[CH:18][CH:19]=2)[CH2:12][C:11]([C:26]([C:28]([F:31])([F:29])[F:30])([C:32]([F:33])([F:35])[F:34])[OH:27])=[N:10]1, predict the reactants needed to synthesize it. The reactants are: Cl.[Cl:2][C:3]1[CH:8]=[CH:7][CH:6]=[CH:5][C:4]=1[N:9]1[CH:13]([C:14]2[CH:15]=[N:16][C:17]([C:20]3[CH2:21][CH2:22][NH:23][CH2:24][CH:25]=3)=[CH:18][CH:19]=2)[CH2:12][C:11]([C:26]([C:32]([F:35])([F:34])[F:33])([C:28]([F:31])([F:30])[F:29])[OH:27])=[N:10]1.[CH:36]1([S:39](Cl)(=[O:41])=[O:40])[CH2:38][CH2:37]1.C(N(CC)CC)C. (6) Given the product [F:1][C:2]1[C:3]([CH3:18])=[C:4]([NH:8][C:9]2[C:10]([NH2:15])=[CH:11][CH:12]=[CH:13][CH:14]=2)[CH:5]=[CH:6][CH:7]=1, predict the reactants needed to synthesize it. The reactants are: [F:1][C:2]1[C:3]([CH3:18])=[C:4]([NH:8][C:9]2[CH:14]=[CH:13][CH:12]=[CH:11][C:10]=2[N+:15]([O-])=O)[CH:5]=[CH:6][CH:7]=1.